This data is from Reaction yield outcomes from USPTO patents with 853,638 reactions. The task is: Predict the reaction yield, written as a fraction of the theoretical maximum amount of product (1.0 means a 100% yield; for example, 0.34 means a 34% yield). (1) The reactants are [CH:1]([C:3]1[CH:4]=[C:5]([C:21]2[CH:26]=[CH:25][CH:24]=[CH:23][CH:22]=2)[N:6]([S:8]([C:11]2[CH:20]=[CH:19][CH:18]=[CH:17][C:12]=2[C:13]([O:15][CH3:16])=[O:14])(=[O:10])=[O:9])[CH:7]=1)=O.CO.[CH3:29][NH2:30].[BH4-].[Na+].O. The catalyst is CO. The product is [CH3:29][NH:30][CH2:1][C:3]1[CH:4]=[C:5]([C:21]2[CH:26]=[CH:25][CH:24]=[CH:23][CH:22]=2)[N:6]([S:8]([C:11]2[CH:20]=[CH:19][CH:18]=[CH:17][C:12]=2[C:13]([O:15][CH3:16])=[O:14])(=[O:10])=[O:9])[CH:7]=1. The yield is 0.680. (2) The reactants are [H-].[H-].[H-].[H-].[Li+].[Al+3].[Br:7][C:8]1[CH:17]=[CH:16][C:11]([C:12](OC)=[O:13])=[CH:10][C:9]=1[O:18][CH:19]1[CH2:24][CH2:23][CH2:22][CH2:21][O:20]1. The catalyst is CCOCC. The product is [Br:7][C:8]1[CH:17]=[CH:16][C:11]([CH2:12][OH:13])=[CH:10][C:9]=1[O:18][CH:19]1[CH2:24][CH2:23][CH2:22][CH2:21][O:20]1. The yield is 0.880. (3) The reactants are [OH:1][C:2]1[C:7]([C:8]2[S:9][CH:10]=[CH:11][CH:12]=2)=[N:6][N:5]([CH2:13][CH2:14][CH:15]([CH3:17])[CH3:16])[C:4](=[O:18])[C:3]=1[C:19]1[NH:24][C:23]2[CH:25]=[CH:26][C:27](I)=[CH:28][C:22]=2[S:21](=[O:31])(=[O:30])[N:20]=1.[O-]P(OP(OP([O-])([O-])=O)([O-])=O)(=O)[O-].[K+].[K+].[K+].[K+].[K+].N(CC(O)=O)C.[CH3:56][NH:57][S:58]([CH3:61])(=[O:60])=[O:59]. The catalyst is [Cu]I.CN(C)C=O. The product is [OH:1][C:2]1[C:7]([C:8]2[S:9][CH:10]=[CH:11][CH:12]=2)=[N:6][N:5]([CH2:13][CH2:14][CH:15]([CH3:17])[CH3:16])[C:4](=[O:18])[C:3]=1[C:19]1[NH:24][C:23]2[CH:25]=[CH:26][C:27]([N:57]([CH3:56])[S:58]([CH3:61])(=[O:60])=[O:59])=[CH:28][C:22]=2[S:21](=[O:31])(=[O:30])[N:20]=1. The yield is 0.119. (4) The reactants are [CH2:1]([N:8]1[CH2:13][CH2:12][C:11](=[O:14])[CH2:10][CH2:9]1)[C:2]1[CH:7]=[CH:6][CH:5]=[CH:4][CH:3]=1.N1CCOCC1.CC1C=CC(S(O)(=O)=O)=CC=1.[CH2:32](Br)[C:33]([C:35]1[CH:40]=[CH:39][CH:38]=[CH:37][CH:36]=1)=[O:34]. The catalyst is C1C=CC=CC=1.O. The product is [CH2:1]([N:8]1[CH2:13][CH2:12][C:11](=[O:14])[CH:10]([CH2:32][C:33](=[O:34])[C:35]2[CH:40]=[CH:39][CH:38]=[CH:37][CH:36]=2)[CH2:9]1)[C:2]1[CH:3]=[CH:4][CH:5]=[CH:6][CH:7]=1. The yield is 0.450.